From a dataset of Catalyst prediction with 721,799 reactions and 888 catalyst types from USPTO. Predict which catalyst facilitates the given reaction. (1) Reactant: [F:1][C:2]1[CH:39]=[CH:38][C:5]([CH2:6][C@H:7]2[C@H:15]([CH3:16])[O:14][C:13](=[O:17])[C@@H:12]([NH:18][C:19](=[O:29])[C:20]3[C:25]([OH:26])=[C:24]([O:27][CH3:28])[CH:23]=[CH:22][N:21]=3)[CH2:11][CH2:10][O:9][C@@H:8]2[CH2:30][CH2:31][C:32]2[CH:37]=[CH:36][CH:35]=[CH:34][CH:33]=2)=[CH:4][CH:3]=1.CCN(CC)CC.[C:47](Cl)(=[O:49])[CH3:48].[NH4+].[Cl-]. Product: [C:47]([O:26][C:25]1[C:20]([C:19](=[O:29])[NH:18][C@H:12]2[CH2:11][CH2:10][O:9][C@H:8]([CH2:30][CH2:31][C:32]3[CH:37]=[CH:36][CH:35]=[CH:34][CH:33]=3)[C@@H:7]([CH2:6][C:5]3[CH:4]=[CH:3][C:2]([F:1])=[CH:39][CH:38]=3)[C@H:15]([CH3:16])[O:14][C:13]2=[O:17])=[N:21][CH:22]=[CH:23][C:24]=1[O:27][CH3:28])(=[O:49])[CH3:48]. The catalyst class is: 79. (2) Reactant: [N:1]1[CH:6]=[CH:5][CH:4]=[C:3]([NH2:7])[N:2]=1.Cl[CH:9]([CH:15]=O)[C:10]([O:12][CH2:13][CH3:14])=[O:11]. Product: [N:7]1[CH:15]=[C:9]([C:10]([O:12][CH2:13][CH3:14])=[O:11])[N:2]2[C:3]=1[CH:4]=[CH:5][CH:6]=[N:1]2. The catalyst class is: 14. (3) Reactant: [CH2:1]([O:5][CH2:6][C:7]1[CH:12]=[C:11]([Cl:13])[C:10]([CH2:14][C:15]2[CH:20]=[CH:19][C:18]([CH2:21][CH3:22])=[CH:17][CH:16]=2)=[CH:9][C:8]=1[C:23]1(OC)[C@H:28]([OH:29])[C@@H:27]([OH:30])[C@H:26]([OH:31])[C@@H:25]([CH2:32][OH:33])[O:24]1)[CH2:2][C:3]#[CH:4].CC#N.[SiH](CC)(CC)CC.B(F)(F)F.CCOCC. Product: [CH2:1]([O:5][CH2:6][C:7]1[CH:12]=[C:11]([Cl:13])[C:10]([CH2:14][C:15]2[CH:16]=[CH:17][C:18]([CH2:21][CH3:22])=[CH:19][CH:20]=2)=[CH:9][C:8]=1[C@H:23]1[C@H:28]([OH:29])[C@@H:27]([OH:30])[C@H:26]([OH:31])[C@@H:25]([CH2:32][OH:33])[O:24]1)[CH2:2][C:3]#[CH:4]. The catalyst class is: 2. (4) Reactant: [Br:1][CH2:2][C:3](Br)=[O:4].[CH2:6]([NH:10][CH2:11][CH2:12][CH2:13][CH3:14])[CH2:7][CH2:8][CH3:9].OP(O)(O)=O. Product: [CH2:6]([N:10]([CH2:11][CH2:12][CH2:13][CH3:14])[C:3](=[O:4])[CH2:2][Br:1])[CH2:7][CH2:8][CH3:9]. The catalyst class is: 11. (5) Product: [NH2:1][C:2]1[N:6]=[C:5]([CH:7]2[CH2:12][CH2:11][CH2:10][NH:9][CH2:8]2)[O:4][N:3]=1. The catalyst class is: 8. Reactant: [NH2:1][C:2]1[N:6]=[C:5]([CH:7]2[CH2:12][CH2:11][CH2:10][N:9](C(OC(C)(C)C)=O)[CH2:8]2)[O:4][N:3]=1.Cl.CC(OC)(C)C.